Dataset: NCI-60 drug combinations with 297,098 pairs across 59 cell lines. Task: Regression. Given two drug SMILES strings and cell line genomic features, predict the synergy score measuring deviation from expected non-interaction effect. (1) Drug 1: C1CN1C2=NC(=NC(=N2)N3CC3)N4CC4. Drug 2: C1CCC(C(C1)N)N.C(=O)(C(=O)[O-])[O-].[Pt+4]. Cell line: NCI-H226. Synergy scores: CSS=24.5, Synergy_ZIP=-7.97, Synergy_Bliss=-1.07, Synergy_Loewe=-0.421, Synergy_HSA=2.32. (2) Drug 1: CC1=C(C=C(C=C1)NC2=NC=CC(=N2)N(C)C3=CC4=NN(C(=C4C=C3)C)C)S(=O)(=O)N.Cl. Drug 2: CN1C(=O)N2C=NC(=C2N=N1)C(=O)N. Cell line: HCT116. Synergy scores: CSS=-7.83, Synergy_ZIP=6.66, Synergy_Bliss=-7.56, Synergy_Loewe=-10.6, Synergy_HSA=-9.86. (3) Drug 1: CC1C(C(CC(O1)OC2CC(CC3=C2C(=C4C(=C3O)C(=O)C5=C(C4=O)C(=CC=C5)OC)O)(C(=O)C)O)N)O.Cl. Drug 2: CCCCC(=O)OCC(=O)C1(CC(C2=C(C1)C(=C3C(=C2O)C(=O)C4=C(C3=O)C=CC=C4OC)O)OC5CC(C(C(O5)C)O)NC(=O)C(F)(F)F)O. Cell line: MDA-MB-231. Synergy scores: CSS=11.3, Synergy_ZIP=-1.86, Synergy_Bliss=3.28, Synergy_Loewe=-0.274, Synergy_HSA=2.83. (4) Drug 1: CC1OCC2C(O1)C(C(C(O2)OC3C4COC(=O)C4C(C5=CC6=C(C=C35)OCO6)C7=CC(=C(C(=C7)OC)O)OC)O)O. Drug 2: CS(=O)(=O)OCCCCOS(=O)(=O)C. Cell line: NCI-H226. Synergy scores: CSS=16.1, Synergy_ZIP=-8.24, Synergy_Bliss=-2.31, Synergy_Loewe=-9.90, Synergy_HSA=-0.737. (5) Drug 1: CC1C(C(=O)NC(C(=O)N2CCCC2C(=O)N(CC(=O)N(C(C(=O)O1)C(C)C)C)C)C(C)C)NC(=O)C3=C4C(=C(C=C3)C)OC5=C(C(=O)C(=C(C5=N4)C(=O)NC6C(OC(=O)C(N(C(=O)CN(C(=O)C7CCCN7C(=O)C(NC6=O)C(C)C)C)C)C(C)C)C)N)C. Drug 2: C1C(C(OC1N2C=NC3=C2NC=NCC3O)CO)O. Cell line: DU-145. Synergy scores: CSS=11.2, Synergy_ZIP=-10.2, Synergy_Bliss=-14.2, Synergy_Loewe=-34.7, Synergy_HSA=-12.1. (6) Drug 1: CC(C1=C(C=CC(=C1Cl)F)Cl)OC2=C(N=CC(=C2)C3=CN(N=C3)C4CCNCC4)N. Drug 2: C(CN)CNCCSP(=O)(O)O. Cell line: SW-620. Synergy scores: CSS=2.87, Synergy_ZIP=-3.40, Synergy_Bliss=-9.97, Synergy_Loewe=-25.4, Synergy_HSA=-11.2. (7) Drug 1: CS(=O)(=O)C1=CC(=C(C=C1)C(=O)NC2=CC(=C(C=C2)Cl)C3=CC=CC=N3)Cl. Drug 2: CN1C2=C(C=C(C=C2)N(CCCl)CCCl)N=C1CCCC(=O)O.Cl. Cell line: UACC-257. Synergy scores: CSS=0.0900, Synergy_ZIP=2.28, Synergy_Bliss=4.97, Synergy_Loewe=-0.573, Synergy_HSA=0.891. (8) Synergy scores: CSS=-0.661, Synergy_ZIP=2.14, Synergy_Bliss=2.83, Synergy_Loewe=-0.445, Synergy_HSA=0.0719. Drug 2: C1CNP(=O)(OC1)N(CCCl)CCCl. Drug 1: C1CC(=O)NC(=O)C1N2C(=O)C3=CC=CC=C3C2=O. Cell line: UACC62.